Predict the reactants needed to synthesize the given product. From a dataset of Full USPTO retrosynthesis dataset with 1.9M reactions from patents (1976-2016). (1) Given the product [C:1]([C:5]1[CH:6]=[C:7]([NH:11][C:12]([CH:14]2[CH2:23][CH2:22][C:21]3[C:16](=[CH:17][C:18]([O:24][C:25]4[CH:30]=[CH:29][N:28]=[C:27]([NH:31][CH3:32])[CH:26]=4)=[CH:19][CH:20]=3)[CH2:15]2)=[O:13])[CH:8]=[CH:9][CH:10]=1)([CH3:4])([CH3:2])[CH3:3], predict the reactants needed to synthesize it. The reactants are: [C:1]([C:5]1[CH:6]=[C:7]([NH:11][C:12]([CH:14]2[CH2:23][CH2:22][C:21]3[C:16](=[CH:17][C:18]([O:24][C:25]4[CH:30]=[CH:29][N:28]=[C:27]([N:31](CC5C=CC(OC)=CC=5)[CH3:32])[CH:26]=4)=[CH:19][CH:20]=3)[CH2:15]2)=[O:13])[CH:8]=[CH:9][CH:10]=1)([CH3:4])([CH3:3])[CH3:2]. (2) Given the product [N:24]1[C:25]2[C:30](=[CH:29][CH:28]=[CH:27][CH:26]=2)[CH:31]=[CH:32][C:23]=1[NH:22][C:21]([C:18]1[CH:19]=[CH:20][C:14]2[N:13]=[C:12]([C:9]3[CH:10]=[CH:11][C:6]([CH2:5][CH2:4][C:3]([OH:34])=[O:2])=[CH:7][CH:8]=3)[NH:16][C:15]=2[CH:17]=1)=[O:33], predict the reactants needed to synthesize it. The reactants are: C[O:2][C:3](=[O:34])[CH2:4][CH2:5][C:6]1[CH:11]=[CH:10][C:9]([C:12]2[NH:16][C:15]3[CH:17]=[C:18]([C:21](=[O:33])[NH:22][C:23]4[CH:32]=[CH:31][C:30]5[C:25](=[CH:26][CH:27]=[CH:28][CH:29]=5)[N:24]=4)[CH:19]=[CH:20][C:14]=3[N:13]=2)=[CH:8][CH:7]=1.[OH-].[Na+].Cl. (3) The reactants are: Cl.[CH3:2][S:3]([C:6]1([C:12]([O:14][CH2:15][CH3:16])=[O:13])[CH2:11][CH2:10][NH:9][CH2:8][CH2:7]1)(=[O:5])=[O:4].CCN(C(C)C)C(C)C.[Br:26][C:27]1[CH:28]=[N:29][C:30](Cl)=[N:31][CH:32]=1.CCCCCC. Given the product [Br:26][C:27]1[CH:28]=[N:29][C:30]([N:9]2[CH2:10][CH2:11][C:6]([S:3]([CH3:2])(=[O:5])=[O:4])([C:12]([O:14][CH2:15][CH3:16])=[O:13])[CH2:7][CH2:8]2)=[N:31][CH:32]=1, predict the reactants needed to synthesize it. (4) Given the product [F:8][C:9]1[CH:14]=[CH:13][C:12]([C:15]2[O:37][C:18]3=[N:19][CH:20]=[C:21]([C:23]4[CH:24]=[C:25]([C:26](=[O:28])[NH:61][C:58]5([C:53]6[N:54]=[CH:55][CH:56]=[CH:57][N:52]=6)[CH2:60][CH2:59]5)[CH:33]=[CH:34][C:35]=4[CH3:36])[CH:22]=[C:17]3[C:16]=2[C:38]([NH:39][CH3:40])=[O:41])=[CH:11][CH:10]=1, predict the reactants needed to synthesize it. The reactants are: C(O)(C(F)(F)F)=O.[F:8][C:9]1[CH:14]=[CH:13][C:12]([C:15]2[O:37][C:18]3=[N:19][CH:20]=[C:21]([C:23]4[CH:24]=[C:25]([CH:33]=[CH:34][C:35]=4[CH3:36])[C:26]([O:28]C(C)(C)C)=O)[CH:22]=[C:17]3[C:16]=2[C:38](=[O:41])[NH:39][CH3:40])=[CH:11][CH:10]=1.CCN(C(C)C)C(C)C.Cl.[N:52]1[CH:57]=[CH:56][CH:55]=[N:54][C:53]=1[C:58]1([NH2:61])[CH2:60][CH2:59]1.CN(C(ON1N=NC2C=CC=NC1=2)=[N+](C)C)C.F[P-](F)(F)(F)(F)F. (5) Given the product [CH2:16]([N:23]1[CH2:28][CH2:27][N:26]([C:9]([O:11][C:12]([CH3:13])([CH3:14])[CH3:15])=[O:10])[CH:25]([CH2:29][CH2:30][OH:31])[CH2:24]1)[C:17]1[CH:18]=[CH:19][CH:20]=[CH:21][CH:22]=1, predict the reactants needed to synthesize it. The reactants are: [C:9](O[C:9]([O:11][C:12]([CH3:15])([CH3:14])[CH3:13])=[O:10])([O:11][C:12]([CH3:15])([CH3:14])[CH3:13])=[O:10].[CH2:16]([N:23]1[CH2:28][CH2:27][NH:26][CH:25]([CH2:29][CH2:30][OH:31])[CH2:24]1)[C:17]1[CH:22]=[CH:21][CH:20]=[CH:19][CH:18]=1.